From a dataset of Peptide-MHC class II binding affinity with 134,281 pairs from IEDB. Regression. Given a peptide amino acid sequence and an MHC pseudo amino acid sequence, predict their binding affinity value. This is MHC class II binding data. The peptide sequence is AFKVAATAARAAPAN. The MHC is DRB1_0701 with pseudo-sequence DRB1_0701. The binding affinity (normalized) is 0.668.